This data is from Reaction yield outcomes from USPTO patents with 853,638 reactions. The task is: Predict the reaction yield, written as a fraction of the theoretical maximum amount of product (1.0 means a 100% yield; for example, 0.34 means a 34% yield). (1) The reactants are [CH2:1]([O:8][C:9]1[CH:10]=[C:11]2[C:16](=[CH:17][CH:18]=1)[N:15]=[C:14]([C@:19]1([CH3:25])[CH2:23][O:22]C(=O)[NH:20]1)[N:13]=[CH:12]2)[CH2:2][CH2:3][CH2:4][CH2:5][CH2:6][CH3:7].C(O)C.[OH-].[Li+]. The catalyst is O. The product is [NH2:20][C@@:19]([C:14]1[N:13]=[CH:12][C:11]2[C:16](=[CH:17][CH:18]=[C:9]([O:8][CH2:1][CH2:2][CH2:3][CH2:4][CH2:5][CH2:6][CH3:7])[CH:10]=2)[N:15]=1)([CH3:25])[CH2:23][OH:22]. The yield is 0.570. (2) The reactants are N[CH2:2][CH2:3][CH2:4][CH2:5][CH:6]([NH:17][C:18]([C:20]1[CH:25]=[CH:24][CH:23]=[CH:22][CH:21]=1)=[O:19])[C:7]([NH:9][CH2:10][C:11]1[CH:16]=[CH:15][CH:14]=[CH:13][CH:12]=1)=[O:8].N([O-])=[O:27].[Na+].C(O)(=O)C. The catalyst is O.C(#N)C. The product is [C:20]1([C:18]([NH:17][CH:6]([CH2:5][CH2:4][CH2:3][CH2:2][OH:27])[C:7]([NH:9][CH2:10][C:11]2[CH:16]=[CH:15][CH:14]=[CH:13][CH:12]=2)=[O:8])=[O:19])[CH:25]=[CH:24][CH:23]=[CH:22][CH:21]=1. The yield is 0.410. (3) The reactants are [CH3:1][C:2]([CH3:7])=[CH:3][C:4](Cl)=[O:5].[Br:8][C:9]1[CH:16]=[CH:15][C:12]([NH:13][CH3:14])=[CH:11][CH:10]=1.C(N(CC)CC)C. The catalyst is ClCCl. The product is [Br:8][C:9]1[CH:16]=[CH:15][C:12]([N:13]([CH3:14])[C:4](=[O:5])[CH:3]=[C:2]([CH3:7])[CH3:1])=[CH:11][CH:10]=1. The yield is 1.00. (4) The reactants are Br[C:2]1[CH:3]=[C:4]([C:8]2([C:19]3[CH:24]=[CH:23][N:22]=[C:21]([O:25][CH3:26])[CH:20]=3)[C:16]3[C:11](=[C:12]([F:17])[CH:13]=[CH:14][CH:15]=3)[C:10]([NH2:18])=[N:9]2)[CH:5]=[CH:6][CH:7]=1.[CH3:27][O:28][C:29]1[CH:34]=[CH:33][N:32]=[C:31]([Sn](CCCC)(CCCC)CCCC)[CH:30]=1. No catalyst specified. The product is [F:17][C:12]1[CH:13]=[CH:14][CH:15]=[C:16]2[C:11]=1[C:10]([NH2:18])=[N:9][C:8]2([C:4]1[CH:5]=[CH:6][CH:7]=[C:2]([C:31]2[CH:30]=[C:29]([O:28][CH3:27])[CH:34]=[CH:33][N:32]=2)[CH:3]=1)[C:19]1[CH:24]=[CH:23][N:22]=[C:21]([O:25][CH3:26])[CH:20]=1. The yield is 0.130.